Dataset: Catalyst prediction with 721,799 reactions and 888 catalyst types from USPTO. Task: Predict which catalyst facilitates the given reaction. (1) Reactant: [Br:1][C:2]1[CH:3]=[C:4]([CH:7]=[CH:8][CH:9]=1)[CH2:5][Cl:6].[C:10]1([P:16]([C:23]2[CH:28]=[CH:27][CH:26]=[CH:25][CH:24]=2)[C:17]2[CH:22]=[CH:21][CH:20]=[CH:19][CH:18]=2)[CH:15]=[CH:14][CH:13]=[CH:12][CH:11]=1. Product: [Cl-:6].[Br:1][C:2]1[CH:3]=[C:4]([CH:7]=[CH:8][CH:9]=1)[CH2:5][P+:16]([C:17]1[CH:18]=[CH:19][CH:20]=[CH:21][CH:22]=1)([C:23]1[CH:28]=[CH:27][CH:26]=[CH:25][CH:24]=1)[C:10]1[CH:11]=[CH:12][CH:13]=[CH:14][CH:15]=1. The catalyst class is: 673. (2) Reactant: [Br:1][C:2]1[CH:10]=[C:9]2[C:5]([CH2:6][CH2:7][NH:8]2)=[CH:4][CH:3]=1.CCN(C(C)C)C(C)C.Cl[CH2:21][CH2:22][S:23](Cl)(=[O:25])=[O:24]. Product: [Br:1][C:2]1[CH:10]=[C:9]2[C:5]([CH2:6][CH2:7][N:8]2[S:23]([CH:22]=[CH2:21])(=[O:25])=[O:24])=[CH:4][CH:3]=1. The catalyst class is: 2. (3) Reactant: [NH2:1][C:2]1[C:15]2[C:14](=[O:16])[C:13]([C:17]#[N:18])=[CH:12][N:7]3[C@@H:8]([CH3:11])[CH2:9][O:10][C:5]([C:6]=23)=[C:4](F)[C:3]=1[F:20].[N:21]1[CH:26]=[CH:25][CH:24]=[C:23]([C@H:27]2[CH2:32][CH2:31][CH2:30][C@H:29]([NH2:33])[CH2:28]2)[CH:22]=1.C(N(C(C)C)CC)(C)C. Product: [NH2:1][C:2]1[C:15]2[C:14](=[O:16])[C:13]([C:17]#[N:18])=[CH:12][N:7]3[C@@H:8]([CH3:11])[CH2:9][O:10][C:5]([C:6]=23)=[C:4]([NH:33][C@H:29]2[CH2:30][CH2:31][CH2:32][C@H:27]([C:23]3[CH:22]=[N:21][CH:26]=[CH:25][CH:24]=3)[CH2:28]2)[C:3]=1[F:20]. The catalyst class is: 16. (4) Reactant: Br[C:2]1[CH:7]=[CH:6][C:5]([N:8]2[C:20]3[CH:19]=[CH:18][CH:17]=[CH:16][C:15]=3[C:14]3[C:9]2=[CH:10][CH:11]=[CH:12][CH:13]=3)=[CH:4][CH:3]=1.[B:21]1([B:21]2[O:25][C:24]([CH3:27])([CH3:26])[C:23]([CH3:29])([CH3:28])[O:22]2)[O:25][C:24]([CH3:27])([CH3:26])[C:23]([CH3:29])([CH3:28])[O:22]1.C([O-])(=O)C.[K+]. Product: [CH3:28][C:23]1([CH3:29])[C:24]([CH3:27])([CH3:26])[O:25][B:21]([C:2]2[CH:7]=[CH:6][C:5]([N:8]3[C:20]4[CH:19]=[CH:18][CH:17]=[CH:16][C:15]=4[C:14]4[C:9]3=[CH:10][CH:11]=[CH:12][CH:13]=4)=[CH:4][CH:3]=2)[O:22]1. The catalyst class is: 294. (5) Reactant: [CH2:1]([O:3][C:4](=[O:21])[C@@H:5]([O:19][CH3:20])[CH2:6][C:7]1[CH:12]=[CH:11][C:10]([C:13]#[C:14][CH2:15][CH2:16][CH2:17]O)=[CH:9][CH:8]=1)[CH3:2].C(Br)(Br)(Br)[Br:23].C1C=CC(P(C2C=CC=CC=2)C2C=CC=CC=2)=CC=1. Product: [CH2:1]([O:3][C:4](=[O:21])[CH:5]([O:19][CH3:20])[CH2:6][C:7]1[CH:12]=[CH:11][C:10]([C:13]#[C:14][CH2:15][CH2:16][CH2:17][Br:23])=[CH:9][CH:8]=1)[CH3:2]. The catalyst class is: 4. (6) Reactant: [CH:1]1([N:7]2[C:11]([C:12]3[CH:17]=[CH:16][C:15]([O:18][C:19]([F:22])([F:21])[F:20])=[CH:14][CH:13]=3)=[CH:10][C:9]([CH2:23][C:24]3[CH:32]=[CH:31][C:27]([C:28]([OH:30])=O)=[CH:26][CH:25]=3)=[N:8]2)[CH2:6][CH2:5][CH2:4][CH2:3][CH2:2]1.C1C=CC2N(O)N=NC=2C=1.O.[NH2:44][C:45]1[NH:49][N:48]=[N:47][N:46]=1.CCN(C(C)C)C(C)C. Product: [CH:1]1([N:7]2[C:11]([C:12]3[CH:13]=[CH:14][C:15]([O:18][C:19]([F:20])([F:22])[F:21])=[CH:16][CH:17]=3)=[CH:10][C:9]([CH2:23][C:24]3[CH:32]=[CH:31][C:27]([C:28]([NH:44][C:45]4[NH:49][N:48]=[N:47][N:46]=4)=[O:30])=[CH:26][CH:25]=3)=[N:8]2)[CH2:6][CH2:5][CH2:4][CH2:3][CH2:2]1. The catalyst class is: 607. (7) Reactant: [CH2:1]([O:3][C:4](=[O:16])[C:5]([C:14]#[N:15])=[CH:6][C:7]1[CH:12]=[CH:11][C:10]([Br:13])=[CH:9][CH:8]=1)[CH3:2].[Cl:17][C:18]1[CH:19]=[C:20]([Mg]Br)[CH:21]=[CH:22][C:23]=1Cl.Cl. Product: [CH2:1]([O:3][C:4](=[O:16])[CH:5]([C:14]#[N:15])[CH:6]([C:7]1[CH:8]=[CH:9][C:10]([Br:13])=[CH:11][CH:12]=1)[C:21]1[CH:20]=[CH:19][C:18]([Cl:17])=[CH:23][CH:22]=1)[CH3:2]. The catalyst class is: 11.